Predict the reactants needed to synthesize the given product. From a dataset of Full USPTO retrosynthesis dataset with 1.9M reactions from patents (1976-2016). (1) Given the product [Cl:1][C:2]1[CH:3]=[C:4]([NH:9][C:10]2[C:19]3[C:14](=[CH:15][CH:16]=[C:17]([O:20][CH2:22][CH2:23][CH2:24][CH2:25][CH2:26][C:27]([O:29][CH2:30][CH3:31])=[O:28])[CH:18]=3)[N:13]=[CH:12][N:11]=2)[CH:5]=[CH:6][C:7]=1[F:8], predict the reactants needed to synthesize it. The reactants are: [Cl:1][C:2]1[CH:3]=[C:4]([NH:9][C:10]2[C:19]3[C:14](=[CH:15][CH:16]=[C:17]([OH:20])[CH:18]=3)[N:13]=[CH:12][N:11]=2)[CH:5]=[CH:6][C:7]=1[F:8].Br[CH2:22][CH2:23][CH2:24][CH2:25][CH2:26][C:27]([O:29][CH2:30][CH3:31])=[O:28].ClC1C=C(NC2C3C(=CC=C(OCC(OCC)=O)C=3)N=CN=2)C=CC=1F. (2) Given the product [Br:20][C:15]1[CH:16]=[C:17]([C:18]#[N:19])[C:12]([NH:11][C:22](=[O:23])[O:24][CH3:25])=[N:13][CH:14]=1, predict the reactants needed to synthesize it. The reactants are: C[Si]([N-][Si](C)(C)C)(C)C.[Li+].[NH2:11][C:12]1[C:17]([C:18]#[N:19])=[CH:16][C:15]([Br:20])=[CH:14][N:13]=1.Cl[C:22]([O:24][CH3:25])=[O:23]. (3) Given the product [OH:17][C:18]1[CH:23]=[CH:22][C:21]([C:24]2[CH:28]=[CH:27][O:26][C:25]=2[C:29]([O:31][CH2:3][CH3:4])=[O:30])=[CH:20][CH:19]=1, predict the reactants needed to synthesize it. The reactants are: B1(C2C=CC(O)=CC=2)O[C:4](C)(C)[C:3](C)(C)O1.[OH:17][C:18]1[CH:23]=[CH:22][C:21]([C:24]2[CH:28]=[CH:27][O:26][C:25]=2[C:29]([OH:31])=[O:30])=[CH:20][CH:19]=1. (4) Given the product [NH2:14][CH2:17][C:3]1[CH:4]=[C:5]2[C:10](=[CH:11][CH:12]=1)[C:9]([NH2:13])=[N:8][CH:7]=[CH:6]2, predict the reactants needed to synthesize it. The reactants are: [N+]([C:3]1[CH:4]=[C:5]2[C:10](=[CH:11][CH:12]=1)[C:9]([NH2:13])=[N:8][CH:7]=[CH:6]2)#[C-].[NH3:14].[H][H].[CH3:17]O. (5) Given the product [F:35][C:33]1[CH:34]=[C:29]([CH:30]=[C:31]([F:36])[CH:32]=1)[O:28][CH2:27][C:26]1[N:5]([C:4]2[CH:6]=[CH:7][C:8]([N:9]3[CH2:14][CH2:13][O:12][CH2:11][CH2:10]3)=[C:2]([F:1])[CH:3]=2)[C:21](=[O:20])[CH:22]=[C:23]([CH3:24])[N:25]=1, predict the reactants needed to synthesize it. The reactants are: [F:1][C:2]1[CH:3]=[C:4]([CH:6]=[CH:7][C:8]=1[N:9]1[CH2:14][CH2:13][O:12][CH2:11][CH2:10]1)[NH2:5].C[Al](C)C.C[O:20][C:21](=O)/[CH:22]=[C:23](\[NH:25][C:26](=O)[CH2:27][O:28][C:29]1[CH:34]=[C:33]([F:35])[CH:32]=[C:31]([F:36])[CH:30]=1)/[CH3:24]. (6) The reactants are: C([Sn](CCCC)(CCCC)[C:6]1[C:7]([CH3:20])=[N:8][N:9]([C:11]2[CH:16]=[CH:15][C:14]([N:17]([CH3:19])[CH3:18])=[CH:13][CH:12]=2)[CH:10]=1)CCC.[I:29]I.OS([O-])=O.[Na+].[F-].[K+]. Given the product [I:29][C:6]1[C:7]([CH3:20])=[N:8][N:9]([C:11]2[CH:16]=[CH:15][C:14]([N:17]([CH3:19])[CH3:18])=[CH:13][CH:12]=2)[CH:10]=1, predict the reactants needed to synthesize it. (7) Given the product [CH3:1][S:2]([N:22]1[CH2:21][C:17]2[C:16](=[N:15][CH:20]=[CH:19][CH:18]=2)[CH2:23]1)(=[O:4])=[O:3], predict the reactants needed to synthesize it. The reactants are: [CH3:1][S:2](Cl)(=[O:4])=[O:3].C(N(C(C)C)CC)(C)C.[N:15]1[CH:20]=[CH:19][CH:18]=[C:17]2[CH2:21][NH:22][CH2:23][C:16]=12. (8) The reactants are: Br.Br[CH2:3][C:4]([C:6]1[CH:11]=[CH:10][N:9]=[CH:8][CH:7]=1)=O.[CH3:12][C:13]1[CH:14]=[C:15]([NH:19][C:20]([NH2:22])=[S:21])[CH:16]=[CH:17][CH:18]=1.N. Given the product [CH3:12][C:13]1[CH:14]=[C:15]([NH:19][C:20]2[S:21][CH:3]=[C:4]([C:6]3[CH:11]=[CH:10][N:9]=[CH:8][CH:7]=3)[N:22]=2)[CH:16]=[CH:17][CH:18]=1, predict the reactants needed to synthesize it. (9) Given the product [CH:1]1([N:6]2[C:15]3[N:14]=[C:13]([NH:16][C:17]4[CH:18]=[CH:19][C:20]([C:26]([NH:38][CH:66]5[CH2:67][CH2:68][CH2:69][CH2:70][N:65]5[CH3:64])=[O:28])=[C:21]5[C:25]=4[O:24][CH2:23][CH2:22]5)[N:12]=[CH:11][C:10]=3[N:9]([CH3:29])[C:8](=[O:30])[C@H:7]2[CH2:31][CH3:32])[CH2:2][CH2:3][CH2:4][CH2:5]1, predict the reactants needed to synthesize it. The reactants are: [CH:1]1([N:6]2[C:15]3[N:14]=[C:13]([NH:16][C:17]4[CH:18]=[CH:19][C:20]([C:26]([OH:28])=O)=[C:21]5[C:25]=4[O:24][CH2:23][CH2:22]5)[N:12]=[CH:11][C:10]=3[N:9]([CH3:29])[C:8](=[O:30])[C@H:7]2[CH2:31][CH3:32])[CH2:5][CH2:4][CH2:3][CH2:2]1.F[B-](F)(F)F.[N:38]1(OC(N(C)C)=[N+](C)C)C2C=CC=CC=2N=N1.C(N(C(C)C)CC)(C)C.[CH3:64][N:65]1[CH2:70][CH2:69][CH:68](N)[CH2:67][CH2:66]1.[Cl-].[Na+]. (10) Given the product [C:1]([O:5][C:6]([NH:8][CH2:9][CH2:10][CH2:11][O:12][CH2:13][CH2:14][O:15][CH2:16][CH2:17][O:18][CH2:19][CH2:20][CH2:21][NH:22][C:23](=[O:29])[CH2:24][CH2:25][C:26]([OH:28])=[O:27])=[O:7])([CH3:2])([CH3:4])[CH3:3], predict the reactants needed to synthesize it. The reactants are: [C:1]([O:5][C:6]([NH:8][CH2:9][CH2:10][CH2:11][O:12][CH2:13][CH2:14][O:15][CH2:16][CH2:17][O:18][CH2:19][CH2:20][CH2:21][NH2:22])=[O:7])([CH3:4])([CH3:3])[CH3:2].[C:23]1(=[O:29])[O:28][C:26](=[O:27])[CH2:25][CH2:24]1.